Dataset: Merck oncology drug combination screen with 23,052 pairs across 39 cell lines. Task: Regression. Given two drug SMILES strings and cell line genomic features, predict the synergy score measuring deviation from expected non-interaction effect. (1) Drug 1: COc1cc(C2c3cc4c(cc3C(OC3OC5COC(C)OC5C(O)C3O)C3COC(=O)C23)OCO4)cc(OC)c1O. Drug 2: O=C(O)C1(Cc2cccc(Nc3nccs3)n2)CCC(Oc2cccc(Cl)c2F)CC1. Cell line: T47D. Synergy scores: synergy=-6.90. (2) Drug 1: COc1cc(C2c3cc4c(cc3C(OC3OC5COC(C)OC5C(O)C3O)C3COC(=O)C23)OCO4)cc(OC)c1O. Drug 2: CS(=O)(=O)CCNCc1ccc(-c2ccc3ncnc(Nc4ccc(OCc5cccc(F)c5)c(Cl)c4)c3c2)o1. Cell line: LOVO. Synergy scores: synergy=50.4. (3) Drug 1: CCC1(O)CC2CN(CCc3c([nH]c4ccccc34)C(C(=O)OC)(c3cc4c(cc3OC)N(C)C3C(O)(C(=O)OC)C(OC(C)=O)C5(CC)C=CCN6CCC43C65)C2)C1. Drug 2: O=C(NOCC(O)CO)c1ccc(F)c(F)c1Nc1ccc(I)cc1F. Cell line: SKOV3. Synergy scores: synergy=10.5. (4) Drug 2: NC(=O)c1cccc2cn(-c3ccc(C4CCCNC4)cc3)nc12. Synergy scores: synergy=35.4. Drug 1: Cn1nnc2c(C(N)=O)ncn2c1=O. Cell line: SW620. (5) Drug 1: NC1CCCCC1N.O=C(O)C(=O)O.[Pt+2]. Drug 2: CNC(=O)c1cc(Oc2ccc(NC(=O)Nc3ccc(Cl)c(C(F)(F)F)c3)cc2)ccn1. Cell line: SW837. Synergy scores: synergy=-6.16.